This data is from Forward reaction prediction with 1.9M reactions from USPTO patents (1976-2016). The task is: Predict the product of the given reaction. (1) The product is: [OH:33][N:32]=[C:1]([C:3]1[CH:30]=[C:6]2[CH2:7][N:8]([C:12]([O:14][CH2:15][C:16]3[CH:17]=[C:18]([C:26]([F:29])([F:28])[F:27])[CH:19]=[C:20]([C:22]([F:25])([F:23])[F:24])[CH:21]=3)=[O:13])[CH2:9][CH2:10][CH2:11][N:5]2[N:4]=1)[NH2:2]. Given the reactants [C:1]([C:3]1[CH:30]=[C:6]2[CH2:7][N:8]([C:12]([O:14][CH2:15][C:16]3[CH:21]=[C:20]([C:22]([F:25])([F:24])[F:23])[CH:19]=[C:18]([C:26]([F:29])([F:28])[F:27])[CH:17]=3)=[O:13])[CH2:9][CH2:10][CH2:11][N:5]2[N:4]=1)#[N:2].Cl.[NH2:32][OH:33].C(N(CC)CC)C, predict the reaction product. (2) Given the reactants CN(C1C=CC=CN=1)C.C[Si]([N:14]=[C:15]=[O:16])(C)C.C(Cl)Cl.[F:20][C:21]1[CH:47]=[CH:46][C:24]([O:25][C:26]2[C:40]([CH:41]3[CH2:45][CH2:44][CH2:43][NH:42]3)=[CH:39][C:29]3[NH:30][C:31]([C:33]4[CH:38]=[CH:37][CH:36]=[CH:35][N:34]=4)=[N:32][C:28]=3[CH:27]=2)=[CH:23][CH:22]=1, predict the reaction product. The product is: [F:20][C:21]1[CH:22]=[CH:23][C:24]([O:25][C:26]2[C:40]([CH:41]3[CH2:45][CH2:44][CH2:43][N:42]3[C:15]([NH2:14])=[O:16])=[CH:39][C:29]3[NH:30][C:31]([C:33]4[CH:38]=[CH:37][CH:36]=[CH:35][N:34]=4)=[N:32][C:28]=3[CH:27]=2)=[CH:46][CH:47]=1. (3) Given the reactants [C:1]([Br:5])(Br)(Br)[Br:2].C1(P(C2C=CC=CC=2)C2C=CC=CC=2)C=CC=CC=1.[O:25]1[CH:29]=[CH:28][C:27]([CH:30]=O)=[CH:26]1, predict the reaction product. The product is: [Br:2][C:1]([Br:5])=[CH:30][C:27]1[CH:28]=[CH:29][O:25][CH:26]=1. (4) Given the reactants [NH:1]1[CH2:6][CH2:5][NH:4][CH2:3][CH2:2]1.Cl[C:8]1[CH:13]=[CH:12][C:11]([N+:14]([O-:16])=[O:15])=[CH:10][C:9]=1[Cl:17], predict the reaction product. The product is: [Cl:17][C:9]1[CH:10]=[C:11]([N+:14]([O-:16])=[O:15])[CH:12]=[CH:13][C:8]=1[N:1]1[CH2:6][CH2:5][NH:4][CH2:3][CH2:2]1. (5) Given the reactants [NH2:1][CH2:2][CH2:3][CH2:4][CH2:5][CH2:6][C:7]([OH:9])=[O:8].Cl[C:11]([O:13][CH2:14][C:15]1[CH:20]=[CH:19][CH:18]=[CH:17][CH:16]=1)=[O:12], predict the reaction product. The product is: [CH2:14]([O:13][C:11]([NH:1][CH2:2][CH2:3][CH2:4][CH2:5][CH2:6][C:7]([OH:9])=[O:8])=[O:12])[C:15]1[CH:20]=[CH:19][CH:18]=[CH:17][CH:16]=1. (6) Given the reactants C[O:2][C:3](=[O:13])[CH:4]=[CH:5][C:6]1[CH:7]=[N:8][C:9]([Cl:12])=[CH:10][CH:11]=1.[Li+].[OH-].O.Cl, predict the reaction product. The product is: [Cl:12][C:9]1[N:8]=[CH:7][C:6]([CH:5]=[CH:4][C:3]([OH:13])=[O:2])=[CH:11][CH:10]=1.